The task is: Predict the product of the given reaction.. This data is from Forward reaction prediction with 1.9M reactions from USPTO patents (1976-2016). (1) Given the reactants [Br:1][C:2]1[CH:7]=[CH:6][C:5]([OH:8])=[CH:4][CH:3]=1.[I:9]N1C(=O)CCC1=O, predict the reaction product. The product is: [Br:1][C:2]1[CH:7]=[CH:6][C:5]([OH:8])=[C:4]([I:9])[CH:3]=1. (2) Given the reactants C(OC(=O)[N:7]([CH2:18][C:19]1[CH:24]=[CH:23][CH:22]=[CH:21][C:20]=1OCOC)[CH2:8][C:9]1[CH:14]=[CH:13][CH:12]=[C:11]([CH2:15][CH:16]=O)[CH:10]=1)(C)(C)C.[ClH:30].[NH2:31][CH2:32][CH:33]([C:35]1[C:43]2[S:42][C:41](=[O:44])[NH:40][C:39]=2[C:38]([OH:45])=[CH:37][CH:36]=1)[OH:34].C([BH3-])#N.[Na+].N.C[OH:52], predict the reaction product. The product is: [ClH:30].[ClH:30].[OH:45][C:38]1[C:39]2[NH:40][C:41](=[O:44])[S:42][C:43]=2[C:35]([CH:33]([OH:34])[CH2:32][NH:31][CH2:16][CH2:15][C:11]2[CH:12]=[CH:13][CH:14]=[C:9]([CH2:8][NH:7][CH2:18][C:19]3[CH:20]=[CH:21][CH:22]=[C:23]([OH:52])[CH:24]=3)[CH:10]=2)=[CH:36][CH:37]=1.